From a dataset of Forward reaction prediction with 1.9M reactions from USPTO patents (1976-2016). Predict the product of the given reaction. (1) The product is: [Cl:16][CH2:15][CH2:9][O:8][C:1]1[CH:7]=[CH:6][CH:5]=[CH:4][C:2]=1[O:3][CH3:24]. Given the reactants [C:1]1([O:8][CH3:9])[C:2](=[CH:4][CH:5]=[CH:6][CH:7]=1)[OH:3].S(C1C=CC(C)=CC=1)(OC[CH2:15][Cl:16])(=O)=O.[C:24](=O)([O-])[O-].[K+].[K+], predict the reaction product. (2) Given the reactants [NH:1]1[C:9]2[C:4](=[N:5][C:6]([C:10](=[O:12])[CH3:11])=[CH:7][CH:8]=2)[CH:3]=[CH:2]1.C1C(=O)N([Cl:20])C(=O)C1, predict the reaction product. The product is: [Cl:20][C:3]1[C:4]2=[N:5][C:6]([C:10](=[O:12])[CH3:11])=[CH:7][CH:8]=[C:9]2[NH:1][CH:2]=1. (3) The product is: [O:18]1[C:19]2[C:24](=[CH:23][CH:22]=[CH:21][CH:20]=2)[CH:15]([NH:14][C:11]2[O:12][CH2:13][C:8]3[CH:7]=[C:6]([NH:5][C:3](=[O:4])[CH2:2][N:27]4[CH2:32][CH2:31][O:30][CH2:29][CH2:28]4)[CH:26]=[CH:25][C:9]=3[N:10]=2)[CH2:16][CH2:17]1. Given the reactants Cl[CH2:2][C:3]([NH:5][C:6]1[CH:26]=[CH:25][C:9]2[N:10]=[C:11]([NH:14][CH:15]3[C:24]4[C:19](=[CH:20][CH:21]=[CH:22][CH:23]=4)[O:18][CH2:17][CH2:16]3)[O:12][CH2:13][C:8]=2[CH:7]=1)=[O:4].[NH:27]1[CH2:32][CH2:31][O:30][CH2:29][CH2:28]1, predict the reaction product. (4) Given the reactants N(C(OC(C)(C)C)=O)=NC(OC(C)(C)C)=O.[F:17][C:18]1[CH:37]=[CH:36][C:21]([C:22]([N:24]2[CH2:30][CH2:29][C:28]3[O:31][C:32]([CH2:34][OH:35])=[N:33][C:27]=3[CH2:26][CH2:25]2)=[O:23])=[CH:20][CH:19]=1.[C:38]1(O)[CH:43]=[CH:42][CH:41]=[CH:40][CH:39]=1.C1(P(C2C=CC=CC=2)C2C=CC=CC=2)C=CC=CC=1, predict the reaction product. The product is: [F:17][C:18]1[CH:19]=[CH:20][C:21]([C:22]([N:24]2[CH2:30][CH2:29][C:28]3[O:31][C:32]([CH2:34][O:35][C:38]4[CH:43]=[CH:42][CH:41]=[CH:40][CH:39]=4)=[N:33][C:27]=3[CH2:26][CH2:25]2)=[O:23])=[CH:36][CH:37]=1. (5) The product is: [C:4]([CH2:6][C:7]1[N:8]([C:16]2[CH:21]=[CH:20][C:19]([CH:22]([CH3:23])[CH3:24])=[CH:18][CH:17]=2)[C:9]2[C:10]([C:25]=1[C:26]([OH:28])=[O:27])=[CH:11][C:12]([O:15][C:35]1[CH:34]=[CH:33][C:32]([Cl:31])=[C:37]([Cl:38])[CH:36]=1)=[CH:13][CH:14]=2)([OH:3])=[O:5]. Given the reactants C([O:3][C:4]([C:6]1[C:14]2[C:9](=[CH:10][CH:11]=[C:12]([OH:15])[CH:13]=2)[N:8]([C:16]2[CH:21]=[CH:20][C:19]([CH:22]([CH3:24])[CH3:23])=[CH:18][CH:17]=2)[C:7]=1[CH2:25][C:26]([O:28]CC)=[O:27])=[O:5])C.[Cl:31][C:32]1[CH:33]=[C:34](B(O)O)[CH:35]=[CH:36][C:37]=1[Cl:38], predict the reaction product. (6) The product is: [N:1]([C@@:4]1([CH2:19][O:27][C:25](=[O:26])[C:24]2[CH:28]=[CH:29][CH:30]=[C:22]([Cl:21])[CH:23]=2)[C@@H:5]([F:18])[C@@H:6]([OH:17])[C@H:7]([N:9]2[CH:14]=[CH:13][C:12](=[O:15])[NH:11][C:10]2=[O:16])[O:8]1)=[N+:2]=[N-:3]. Given the reactants [N:1]([C@:4]1([CH2:19]I)[O:8][C@@H:7]([N:9]2[CH:14]=[CH:13][C:12](=[O:15])[NH:11][C:10]2=[O:16])[C@H:6]([OH:17])[C@@H:5]1[F:18])=[N+:2]=[N-:3].[Cl:21][C:22]1[CH:23]=[C:24]([CH:28]=[CH:29][CH:30]=1)[C:25]([OH:27])=[O:26].ClC1C=CC=C(C(OO)=O)C=1.[O-]S([O-])(=S)=O.[Na+].[Na+].C([O-])(O)=O.[Na+], predict the reaction product.